Dataset: Reaction yield outcomes from USPTO patents with 853,638 reactions. Task: Predict the reaction yield, written as a fraction of the theoretical maximum amount of product (1.0 means a 100% yield; for example, 0.34 means a 34% yield). (1) The reactants are [Cl:1][C:2]1[CH:7]=[CH:6][CH:5]=[C:4]([O:8][CH3:9])[N:3]=1.C([Li])(C)(C)C.CN(C)[CH:17]=[O:18].C(=O)=O. The catalyst is O1CCCC1. The product is [Cl:1][C:2]1[N:3]=[C:4]([O:8][CH3:9])[C:5]([CH:17]=[O:18])=[CH:6][CH:7]=1. The yield is 0.920. (2) The reactants are [Cl:1][C:2]1[CH:7]=[C:6]([Cl:8])[CH:5]=[CH:4][C:3]=1[C:9]([C:11]1[C:12]([CH3:18])=[N:13][N:14]([CH3:17])[C:15]=1[OH:16])=[O:10].[Cl:19][C:20]1[CH:25]=[C:24](Cl)[N:23]=[N:22][C:21]=1[O:27][C:28]1[CH:33]=[CH:32][CH:31]=[CH:30][C:29]=1[CH3:34].C(=O)([O-])[O-].[K+].[K+]. No catalyst specified. The product is [Cl:19][C:20]1[CH:25]=[C:24]([O:16][C:15]2[N:14]([CH3:17])[N:13]=[C:12]([CH3:18])[C:11]=2[C:9]([C:3]2[CH:4]=[CH:5][C:6]([Cl:8])=[CH:7][C:2]=2[Cl:1])=[O:10])[N:23]=[N:22][C:21]=1[O:27][C:28]1[CH:33]=[CH:32][CH:31]=[CH:30][C:29]=1[CH3:34]. The yield is 0.806. (3) The reactants are [CH2:1]([C:5]1[CH:10]=[CH:9][C:8]([C:11]#[C:12][C:13]2[CH:37]=[CH:36][C:16]([CH2:17][N:18]([CH2:30][CH2:31][CH2:32][CH2:33][CH2:34][CH3:35])[C:19]3[CH:20]=[CH:21][C:22]([F:29])=[C:23]([CH:28]=3)[C:24]([O:26]C)=[O:25])=[CH:15][CH:14]=2)=[CH:7][CH:6]=1)[CH2:2][CH2:3][CH3:4].[OH-].[Na+].Cl.O. The catalyst is CO. The product is [CH2:1]([C:5]1[CH:6]=[CH:7][C:8]([C:11]#[C:12][C:13]2[CH:37]=[CH:36][C:16]([CH2:17][N:18]([CH2:30][CH2:31][CH2:32][CH2:33][CH2:34][CH3:35])[C:19]3[CH:20]=[CH:21][C:22]([F:29])=[C:23]([CH:28]=3)[C:24]([OH:26])=[O:25])=[CH:15][CH:14]=2)=[CH:9][CH:10]=1)[CH2:2][CH2:3][CH3:4]. The yield is 0.900. (4) The reactants are O[CH2:2][C@@H:3]1[C@H:7]2[O:8][C:9]([CH3:12])([CH3:11])[O:10][C@H:6]2[C@H:5]([N:13]2[C:17]3=[N:18][CH:19]=[N:20][C:21]([NH:22][C:23](=[O:30])[C:24]4[CH:29]=[CH:28][CH:27]=[CH:26][CH:25]=4)=[C:16]3[CH:15]=[N:14]2)[O:4]1.ClC(Cl)C(O)=O.C1CCC(N=C=NC2CCCCC2)CC1.[CH2:52]([O:54][P:55]([CH:60]=P(C1C=CC=CC=1)(C1C=CC=CC=1)C1C=CC=CC=1)([O:57][CH2:58][CH3:59])=[O:56])[CH3:53]. The catalyst is CS(C)=O.O.CO. The product is [C:23]([NH:22][C:21]1[N:20]=[CH:19][N:18]=[C:17]2[N:13]([C@H:5]3[C@@H:6]4[O:10][C:9]([CH3:12])([CH3:11])[O:8][C@@H:7]4[C@@H:3](/[CH:2]=[CH:60]/[P:55](=[O:56])([O:57][CH2:58][CH3:59])[O:54][CH2:52][CH3:53])[O:4]3)[N:14]=[CH:15][C:16]=12)(=[O:30])[C:24]1[CH:25]=[CH:26][CH:27]=[CH:28][CH:29]=1. The yield is 0.270.